Dataset: Forward reaction prediction with 1.9M reactions from USPTO patents (1976-2016). Task: Predict the product of the given reaction. (1) Given the reactants Br[C:2]1[CH:3]=[C:4]([Cl:15])[CH:5]=[C:6]2[C:10]=1[NH:9][C:8]([C:11]([NH2:13])=[O:12])=[C:7]2[CH3:14].[Cl:16][C:17]1[CH:22]=[CH:21][C:20](B(O)O)=[CH:19][C:18]=1[F:26], predict the reaction product. The product is: [Cl:15][C:4]1[CH:5]=[C:6]2[C:10](=[C:2]([C:20]3[CH:21]=[CH:22][C:17]([Cl:16])=[C:18]([F:26])[CH:19]=3)[CH:3]=1)[NH:9][C:8]([C:11]([NH2:13])=[O:12])=[C:7]2[CH3:14]. (2) Given the reactants [N+:1]([C:4]1[CH:5]=[N:6][CH:7]=[CH:8][C:9]=1[N:10]1[CH2:15][CH2:14][CH:13]([NH:16][C:17](=[O:23])[O:18][C:19]([CH3:22])([CH3:21])[CH3:20])[CH2:12][CH2:11]1)([O-])=O.I[CH3:25].[H-].[Na+], predict the reaction product. The product is: [C:19]([O:18][C:17](=[O:23])[N:16]([CH:13]1[CH2:14][CH2:15][N:10]([C:9]2[CH:8]=[CH:7][N:6]=[CH:5][C:4]=2[NH2:1])[CH2:11][CH2:12]1)[CH3:25])([CH3:22])([CH3:21])[CH3:20]. (3) Given the reactants [F:1][C:2]1[CH:3]=[C:4]2[C:10]([C:11]3[N:12]=[C:13](I)[C:14]4[C:19]([CH3:21])([CH3:20])[C:18](=[O:22])[NH:17][C:15]=4[N:16]=3)=[N:9][N:8]([CH2:24][C:25]3[C:30]([F:31])=[CH:29][CH:28]=[CH:27][N:26]=3)[C:5]2=[N:6][CH:7]=1.C[N:33]1[CH2:37][CH2:36][CH2:35][C:34]1=O, predict the reaction product. The product is: [CH:36]1([CH2:37][NH:33][C:13]2[C:14]3[C:19]([CH3:21])([CH3:20])[C:18](=[O:22])[NH:17][C:15]=3[N:16]=[C:11]([C:10]3[C:4]4[C:5](=[N:6][CH:7]=[C:2]([F:1])[CH:3]=4)[N:8]([CH2:24][C:25]4[C:30]([F:31])=[CH:29][CH:28]=[CH:27][N:26]=4)[N:9]=3)[N:12]=2)[CH2:34][CH2:35]1. (4) Given the reactants Br[C:2]1[CH:3]=[C:4]([CH:7]=[C:8]([C:10]([F:13])([F:12])[F:11])[CH:9]=1)[CH:5]=[O:6].[NH:14]1[CH2:18][CH2:17][CH2:16][CH:15]1[C:19]([O:21][CH2:22][CH3:23])=[O:20].C1(P(C2CCCCC2)C2C=CC=CC=2C2C(OC(C)C)=CC=CC=2OC(C)C)CCCCC1.C(=O)([O-])[O-].[Cs+].[Cs+], predict the reaction product. The product is: [CH:5]([C:4]1[CH:3]=[C:2]([N:14]2[CH2:18][CH2:17][CH2:16][CH:15]2[C:19]([O:21][CH2:22][CH3:23])=[O:20])[CH:9]=[C:8]([C:10]([F:13])([F:12])[F:11])[CH:7]=1)=[O:6]. (5) Given the reactants ClCCl.[NH2:4][C:5]1[CH:13]=[C:12]([F:14])[CH:11]=[CH:10][C:6]=1[C:7]([OH:9])=[O:8].C(=O)([O-])O.[Na+].[I:20](Cl)(=O)=O.I(Cl)(=O)=O.C([N+](C)(C)C)C1C=CC=CC=1, predict the reaction product. The product is: [NH2:4][C:5]1[CH:13]=[C:12]([F:14])[C:11]([I:20])=[CH:10][C:6]=1[C:7]([OH:9])=[O:8]. (6) The product is: [Br:1][C:2]1[C:3]([N:18]2[CH2:23][CH2:22][C:21](=[C:24]([CH3:26])[CH3:25])[CH2:20][CH2:19]2)=[C:4]([C@H:10]([O:17][C:4]([CH3:10])([CH3:5])[CH3:3])[C:11]([O:13][CH:14]([CH3:16])[CH3:15])=[O:12])[C:5]([CH3:9])=[N:6][C:7]=1[CH3:8]. Given the reactants [Br:1][C:2]1[C:3]([N:18]2[CH2:23][CH2:22][C:21](=[C:24]([CH3:26])[CH3:25])[CH2:20][CH2:19]2)=[C:4]([C@H:10]([OH:17])[C:11]([O:13][CH:14]([CH3:16])[CH3:15])=[O:12])[C:5]([CH3:9])=[N:6][C:7]=1[CH3:8], predict the reaction product. (7) Given the reactants [Cl:1][C:2]1[CH:7]=[CH:6][C:5]([CH2:8]Cl)=[CH:4][N:3]=1.[CH3:10][O:11][C:12]1[CH:17]=[CH:16][C:15]([C:18]2[N:22]=[C:21]([C:23]3[CH:27]=[C:26]([CH3:28])[NH:25][N:24]=3)[O:20][N:19]=2)=[CH:14][CH:13]=1, predict the reaction product. The product is: [Cl:1][C:2]1[CH:7]=[CH:6][C:5]([CH2:8][N:25]2[C:26]([CH3:28])=[CH:27][C:23]([C:21]3[O:20][N:19]=[C:18]([C:15]4[CH:16]=[CH:17][C:12]([O:11][CH3:10])=[CH:13][CH:14]=4)[N:22]=3)=[N:24]2)=[CH:4][N:3]=1. (8) Given the reactants [O:1]([C:8]1[CH:13]=[CH:12][C:11]([CH2:14][C:15]([OH:17])=O)=[CH:10][CH:9]=1)[C:2]1[CH:7]=[CH:6][CH:5]=[CH:4][CH:3]=1.[CH2:18](Cl)CCl.C1C=CC2N(O)N=NC=2C=1.CCN(CC)CC.[CH3:39][N:40]1[CH2:45][CH2:44][N:43]([C:46]2[C:54]3[C:49](=[CH:50][C:51]([NH2:55])=[CH:52][CH:53]=3)[NH:48][N:47]=2)[CH2:42][CH2:41]1, predict the reaction product. The product is: [CH2:2]([O:1][C:8]1[CH:9]=[CH:10][C:11]([CH2:14][C:15]([NH:55][C:51]2[CH:50]=[C:49]3[C:54]([C:46]([N:43]4[CH2:44][CH2:45][N:40]([CH3:39])[CH2:41][CH2:42]4)=[N:47][NH:48]3)=[CH:53][CH:52]=2)=[O:17])=[CH:12][CH:13]=1)[C:7]1[CH:6]=[CH:5][CH:4]=[CH:3][CH:18]=1.